This data is from Reaction yield outcomes from USPTO patents with 853,638 reactions. The task is: Predict the reaction yield, written as a fraction of the theoretical maximum amount of product (1.0 means a 100% yield; for example, 0.34 means a 34% yield). (1) The reactants are [NH2:1][C:2]1[N:7]([CH3:8])[C:6](=[O:9])[N:5]([CH2:10][C:11]2[CH:16]=[CH:15][C:14]([O:17][CH3:18])=[CH:13][CH:12]=2)[C:4](=[O:19])[CH:3]=1.[N:20]([O-])=[O:21].[Na+]. The catalyst is O.C(O)(=O)C. The product is [NH2:1][C:2]1[N:7]([CH3:8])[C:6](=[O:9])[N:5]([CH2:10][C:11]2[CH:16]=[CH:15][C:14]([O:17][CH3:18])=[CH:13][CH:12]=2)[C:4](=[O:19])[C:3]=1[N:20]=[O:21]. The yield is 0.859. (2) The reactants are [NH2:1][C@:2]12[CH2:37][CH2:36][C@@H:35]([C:38]([CH3:40])=[CH2:39])[C@@H:3]1[C@@H:4]1[C@@:17]([CH3:20])([CH2:18][CH2:19]2)[C@@:16]2([CH3:21])[C@@H:7]([C@:8]3([CH3:34])[C@@H:13]([CH2:14][CH2:15]2)[C:12]([CH3:23])([CH3:22])[C:11]([C:24]2[CH:33]=[CH:32][C:27]([C:28]([O:30]C)=[O:29])=[CH:26][CH:25]=2)=[CH:10][CH2:9]3)[CH2:6][CH2:5]1.CN(C)CCC(N[C@]12CC[C@@H](C(C)=C)[C@@H]1[C@@H]1[C@@](C)(CC2)[C@@]2(C)[C@@H]([C@]3(C)[C@@H](CC2)C(C)(C)C(C2C=CC(C(O)=O)=CC=2)=CC3)CC1)=O.Cl.[CH3:88][N:89]([CH3:96])[CH2:90][CH2:91][CH2:92][C:93](O)=[O:94]. No catalyst specified. The product is [CH3:88][N:89]([CH3:96])[CH2:90][CH2:91][CH2:92][C:93]([NH:1][C@:2]12[CH2:37][CH2:36][C@@H:35]([C:38]([CH3:40])=[CH2:39])[C@@H:3]1[C@@H:4]1[C@@:17]([CH3:20])([CH2:18][CH2:19]2)[C@@:16]2([CH3:21])[C@@H:7]([C@:8]3([CH3:34])[C@@H:13]([CH2:14][CH2:15]2)[C:12]([CH3:23])([CH3:22])[C:11]([C:24]2[CH:33]=[CH:32][C:27]([C:28]([OH:30])=[O:29])=[CH:26][CH:25]=2)=[CH:10][CH2:9]3)[CH2:6][CH2:5]1)=[O:94]. The yield is 0.260. (3) The reactants are [C:1]1([C:7]2[CH:8]=[N:9][NH:10][C:11]=2[NH2:12])[CH:6]=[CH:5][CH:4]=[CH:3][CH:2]=1.[O:13]1[C:17]2[CH:18]=[CH:19][C:20]([C:22](=O)[CH2:23][C:24](OC)=[O:25])=[CH:21][C:16]=2[CH2:15][CH2:14]1. The catalyst is C(O)(=O)C. The product is [O:13]1[C:17]2[CH:18]=[CH:19][C:20]([C:22]3[NH:12][C:11]4[N:10]([N:9]=[CH:8][C:7]=4[C:1]4[CH:2]=[CH:3][CH:4]=[CH:5][CH:6]=4)[C:24](=[O:25])[CH:23]=3)=[CH:21][C:16]=2[CH2:15][CH2:14]1. The yield is 0.330. (4) The reactants are C(OC([N:8]1[CH2:11][CH:10]([C:12]2[CH:44]=[CH:43][C:15]3[C:16]4[N:17]=[C:18]([C:24]5[N:25]([CH:40]([CH3:42])[CH3:41])[N:26]=[C:27]([NH:29][C:30]([O:32][CH2:33][C:34]6[CH:39]=[CH:38][CH:37]=[CH:36][CH:35]=6)=[O:31])[N:28]=5)[S:19][C:20]=4[CH2:21][CH2:22][O:23][C:14]=3[CH:13]=2)[CH2:9]1)=O)(C)(C)C.[ClH:45].CO. The catalyst is C(Cl)Cl.O1CCOCC1. The product is [ClH:45].[CH2:33]([O:32][C:30](=[O:31])[NH:29][C:27]1[N:28]=[C:24]([C:18]2[S:19][C:20]3[CH2:21][CH2:22][O:23][C:14]4[CH:13]=[C:12]([CH:10]5[CH2:9][NH:8][CH2:11]5)[CH:44]=[CH:43][C:15]=4[C:16]=3[N:17]=2)[N:25]([CH:40]([CH3:41])[CH3:42])[N:26]=1)[C:34]1[CH:35]=[CH:36][CH:37]=[CH:38][CH:39]=1. The yield is 0.840. (5) The reactants are [C:1]1([C:7]2[N:8]=[N:9][CH:10]=[C:11]([C:20]3[CH:25]=[CH:24][CH:23]=[CH:22][CH:21]=3)[C:12]=2[C:13]2[O:14][CH:15]=[C:16]([CH:18]=[CH2:19])[N:17]=2)[CH:6]=[CH:5][CH:4]=[CH:3][CH:2]=1. The catalyst is CO.[Pd]. The product is [C:1]1([C:7]2[N:8]=[N:9][CH:10]=[C:11]([C:20]3[CH:21]=[CH:22][CH:23]=[CH:24][CH:25]=3)[C:12]=2[C:13]2[O:14][CH:15]=[C:16]([CH2:18][CH3:19])[N:17]=2)[CH:6]=[CH:5][CH:4]=[CH:3][CH:2]=1. The yield is 0.220. (6) The reactants are C(OC(=O)[CH2:5][O:6][C@H:7]1[CH2:10][C@H:9]([N:11]2[C:16](=[O:17])[C:15]([CH2:18][C:19]3[CH:24]=[CH:23][C:22]([C:25]4[CH:30]=[CH:29][CH:28]=[CH:27][C:26]=4[C:31]#[N:32])=[CH:21][C:20]=3[F:33])=[C:14]([CH2:34][CH2:35][CH3:36])[N:13]3[N:37]=[CH:38][N:39]=[C:12]23)[CH2:8]1)C.C[Mg]Br.Cl. The catalyst is O1CCCC1. The product is [F:33][C:20]1[CH:21]=[C:22]([C:25]2[C:26]([C:31]#[N:32])=[CH:27][CH:28]=[CH:29][CH:30]=2)[CH:23]=[CH:24][C:19]=1[CH2:18][C:15]1[C:16](=[O:17])[N:11]([C@H:9]2[CH2:10][C@H:7]([O:6][CH2:5][C:7]([OH:6])([CH3:10])[CH3:8])[CH2:8]2)[C:12]2[N:13]([N:37]=[CH:38][N:39]=2)[C:14]=1[CH2:34][CH2:35][CH3:36]. The yield is 0.450. (7) The reactants are [C:1]1([C:7]2[N:8]=[C:9]([C:16]3[CH:21]=[CH:20][C:19]([NH2:22])=[CH:18][CH:17]=3)[O:10][C:11]=2[C:12]([F:15])([F:14])[F:13])[CH:6]=[CH:5][CH:4]=[CH:3][CH:2]=1.N1C=CC=CC=1.[Cl:29][C:30]1[CH:38]=[CH:37][CH:36]=[CH:35][C:31]=1[C:32](Cl)=[O:33]. The catalyst is ClCCl. The product is [Cl:29][C:30]1[CH:38]=[CH:37][CH:36]=[CH:35][C:31]=1[C:32]([NH:22][C:19]1[CH:18]=[CH:17][C:16]([C:9]2[O:10][C:11]([C:12]([F:13])([F:14])[F:15])=[C:7]([C:1]3[CH:2]=[CH:3][CH:4]=[CH:5][CH:6]=3)[N:8]=2)=[CH:21][CH:20]=1)=[O:33]. The yield is 0.820.